This data is from Reaction yield outcomes from USPTO patents with 853,638 reactions. The task is: Predict the reaction yield, written as a fraction of the theoretical maximum amount of product (1.0 means a 100% yield; for example, 0.34 means a 34% yield). (1) The reactants are [Cl:1][C:2]1[CH:16]=[C:15]([Cl:17])[CH:14]=[CH:13][C:3]=1[CH2:4][O:5][C:6]1[CH:11]=[CH:10][NH:9][C:8](=[O:12])[CH:7]=1.Br[C:19]1[CH:20]=[CH:21][C:22]2[C:26]3[CH2:27][N:28](C(OC(C)(C)C)=O)[CH2:29][CH2:30][CH2:31][C:25]=3[N:24]([CH3:39])[C:23]=2[N:40]=1.OC1C=CC=C2C=1N=CC=C2.C([O-])([O-])=O.[Cs+].[Cs+].Cl. The catalyst is CS(C)=O.CCOCC.C(Cl)Cl.[Cu]I. The product is [ClH:1].[Cl:1][C:2]1[CH:16]=[C:15]([Cl:17])[CH:14]=[CH:13][C:3]=1[CH2:4][O:5][C:6]1[CH:11]=[CH:10][N:9]([C:19]2[CH:20]=[CH:21][C:22]3[C:26]4[CH2:27][NH:28][CH2:29][CH2:30][CH2:31][C:25]=4[N:24]([CH3:39])[C:23]=3[N:40]=2)[C:8](=[O:12])[CH:7]=1. The yield is 0.640. (2) The reactants are [CH3:1][O:2][C:3]1[CH:4]=[C:5]2[C:10](=[CH:11][C:12]=1[O:13][CH3:14])[N:9]=[CH:8][CH:7]=[C:6]2[O:15][C:16]1[CH:21]=[CH:20][C:19]([NH:22][C:23](=O)[CH2:24][O:25][C:26]2[C:31]([O:32][CH3:33])=[CH:30][CH:29]=[CH:28][C:27]=2[O:34][CH3:35])=[C:18]([CH3:37])[C:17]=1[CH3:38].Cl.[OH-].[Na+]. The catalyst is O1CCCC1. The product is [CH3:33][O:32][C:31]1[CH:30]=[CH:29][CH:28]=[C:27]([O:34][CH3:35])[C:26]=1[O:25][CH2:24][CH2:23][NH:22][C:19]1[CH:20]=[CH:21][C:16]([O:15][C:6]2[C:5]3[C:10](=[CH:11][C:12]([O:13][CH3:14])=[C:3]([O:2][CH3:1])[CH:4]=3)[N:9]=[CH:8][CH:7]=2)=[C:17]([CH3:38])[C:18]=1[CH3:37]. The yield is 0.800. (3) The reactants are C1(O)C=CC=CC=1.[NH2:8][C:9]1[C:22]2[C:21](=[O:23])[C:20]3[C:15](=[CH:16][CH:17]=[CH:18][CH:19]=3)[C:14](=[O:24])[C:13]=2[CH:12]=[CH:11][CH:10]=1.[CH2:25]([N:29]([CH2:46][CH2:47][CH2:48][CH3:49])[C:30]1[N:35]=[C:34]([N:36]([CH2:41][CH2:42][CH2:43][CH3:44])[CH2:37][CH2:38][CH2:39][CH3:40])[N:33]=[C:32](Cl)[N:31]=1)[CH2:26][CH2:27][CH3:28].[OH-].[Na+]. The catalyst is ClCCl.O. The product is [CH2:41]([N:36]([CH2:37][CH2:38][CH2:39][CH3:40])[C:34]1[N:35]=[C:30]([N:29]([CH2:25][CH2:26][CH2:27][CH3:28])[CH2:46][CH2:47][CH2:48][CH3:49])[N:31]=[C:32]([NH:8][C:9]2[C:22]3[C:21](=[O:23])[C:20]4[C:15](=[CH:16][CH:17]=[CH:18][CH:19]=4)[C:14](=[O:24])[C:13]=3[CH:12]=[CH:11][CH:10]=2)[N:33]=1)[CH2:42][CH2:43][CH3:44]. The yield is 0.940. (4) The reactants are Br[C:2]1[CH:3]=[N:4][CH:5]=[CH:6][C:7]=1[CH:8]([OH:10])[CH3:9].C([O-])([O-])=O.[Na+].[Na+].[CH3:17][S:18][C:19]1[CH:24]=[CH:23][C:22](B(O)O)=[CH:21][CH:20]=1. The catalyst is CN(C=O)C.C1C=CC(P(C2C=CC=CC=2)[C-]2C=CC=C2)=CC=1.C1C=CC(P(C2C=CC=CC=2)[C-]2C=CC=C2)=CC=1.Cl[Pd]Cl.[Fe+2]. The product is [CH3:17][S:18][C:19]1[CH:24]=[CH:23][C:22]([C:2]2[CH:3]=[N:4][CH:5]=[CH:6][C:7]=2[CH:8]([OH:10])[CH3:9])=[CH:21][CH:20]=1. The yield is 0.210. (5) The reactants are [C:1]([Br:5])(Br)(Br)Br.C1(P(C2C=CC=CC=2)C2C=CC=CC=2)C=CC=CC=1.[CH2:25]([O:32][CH2:33][C@@:34]1([CH2:48]CO)[CH2:38][N:37]([C@@H:39]([C:41]2[CH:46]=[CH:45][CH:44]=[CH:43][CH:42]=2)[CH3:40])[C:36](=[O:47])[CH2:35]1)[C:26]1[CH:31]=[CH:30][CH:29]=[CH:28][CH:27]=1. The catalyst is ClCCl. The product is [CH2:25]([O:32][CH2:33][C@@:34]1([CH2:48][CH2:1][Br:5])[CH2:38][N:37]([C@@H:39]([C:41]2[CH:46]=[CH:45][CH:44]=[CH:43][CH:42]=2)[CH3:40])[C:36](=[O:47])[CH2:35]1)[C:26]1[CH:27]=[CH:28][CH:29]=[CH:30][CH:31]=1. The yield is 0.840. (6) The reactants are [F:1][C:2]1[CH:3]=[N:4][C:5]2[C:10]([C:11]=1[CH2:12][CH2:13][N:14]1[CH2:19][CH:18]3[CH:16]([CH:17]3[NH2:20])[CH2:15]1)=[N:9][C:8]([O:21][CH3:22])=[CH:7][CH:6]=2.[O:23]=[C:24]1[NH:29][C:28]2[N:30]=[C:31]([CH:34]=O)[CH:32]=[CH:33][C:27]=2[S:26][CH2:25]1.[BH4-].[Na+]. The catalyst is C(Cl)Cl.CCO. The product is [F:1][C:2]1[CH:3]=[N:4][C:5]2[C:10]([C:11]=1[CH2:12][CH2:13][N:14]1[CH2:19][CH:18]3[CH:16]([CH:17]3[NH:20][CH2:34][C:31]3[CH:32]=[CH:33][C:27]4[S:26][CH2:25][C:24](=[O:23])[NH:29][C:28]=4[N:30]=3)[CH2:15]1)=[N:9][C:8]([O:21][CH3:22])=[CH:7][CH:6]=2. The yield is 0.700.